Dataset: Catalyst prediction with 721,799 reactions and 888 catalyst types from USPTO. Task: Predict which catalyst facilitates the given reaction. (1) Reactant: [NH2:1][C:2]1[CH:7]=[C:6]([S:8]([CH2:11][CH3:12])(=[O:10])=[O:9])[CH:5]=[CH:4][C:3]=1[OH:13].O.C(=O)([O-])O.[Na+].[Cl:20][CH2:21][C:22](Cl)=[O:23]. Product: [Cl:20][CH2:21][C:22]([NH:1][C:2]1[CH:7]=[C:6]([S:8]([CH2:11][CH3:12])(=[O:10])=[O:9])[CH:5]=[CH:4][C:3]=1[OH:13])=[O:23]. The catalyst class is: 13. (2) Reactant: [Si]([O:8][N:9]=[C:10]1[C:18]2[C:13](=[CH:14][C:15]([NH:19][C:20]3[C:28]4[C:23](=[CH:24][N:25]=[CH:26][CH:27]=4)[O:22][C:21]=3[C:29]3[CH:34]=[CH:33][CH:32]=[C:31]([CH3:35])[N:30]=3)=[CH:16][CH:17]=2)[CH2:12][CH2:11]1)(C(C)(C)C)(C)C.CCCC[N+](CCCC)(CCCC)CCCC.[F-]. Product: [CH3:35][C:31]1[N:30]=[C:29]([C:21]2[O:22][C:23]3=[CH:24][N:25]=[CH:26][CH:27]=[C:28]3[C:20]=2[NH:19][C:15]2[CH:14]=[C:13]3[C:18](=[CH:17][CH:16]=2)[C:10](=[N:9][OH:8])[CH2:11][CH2:12]3)[CH:34]=[CH:33][CH:32]=1. The catalyst class is: 2. (3) Reactant: [OH:1][C:2]1[C:10]([O:11][CH3:12])=[CH:9][C:8]([I:13])=[C:7]2[C:3]=1[CH2:4][NH:5][C:6]2=[O:14].[C:15](=O)([O-])[O-].[K+].[K+].CI.O. Product: [CH3:15][O:1][C:2]1[C:10]([O:11][CH3:12])=[CH:9][C:8]([I:13])=[C:7]2[C:3]=1[CH2:4][NH:5][C:6]2=[O:14]. The catalyst class is: 3. (4) The catalyst class is: 1. Product: [Cl:22][C:19]1[CH:20]=[CH:21][C:16]([NH:15][C:13]([NH:12][C:10]2[N:11]=[C:7]([C:5]([NH:4][CH2:3][CH2:2][N:38]([CH3:39])[CH3:37])=[O:6])[N:8]([CH2:24][C:25]3[CH:26]=[CH:27][C:28]([C:31]([F:32])([F:34])[F:33])=[CH:29][CH:30]=3)[CH:9]=2)=[O:14])=[C:17]([CH3:23])[CH:18]=1. Reactant: Cl[CH2:2][CH2:3][NH:4][C:5]([C:7]1[N:8]([CH2:24][C:25]2[CH:30]=[CH:29][C:28]([C:31]([F:34])([F:33])[F:32])=[CH:27][CH:26]=2)[CH:9]=[C:10]([NH:12][C:13]([NH:15][C:16]2[CH:21]=[CH:20][C:19]([Cl:22])=[CH:18][C:17]=2[CH3:23])=[O:14])[N:11]=1)=[O:6].[I-].[Na+].[CH3:37][NH:38][CH3:39]. (5) Reactant: [NH:1]1[C:5]2=[N:6][CH:7]=[CH:8][C:9]([C:10]3[CH:15]=[CH:14][C:13]([NH2:16])=[CH:12][CH:11]=3)=[C:4]2[CH:3]=[CH:2]1.CCN=C=NCCCN(C)C.Cl.C1C=CC2N(O)N=NC=2C=1.C(N(CC)C(C)C)(C)C.[C:48]1([CH2:54][C:55](O)=[O:56])[CH:53]=[CH:52][CH:51]=[CH:50][CH:49]=1. Product: [C:48]1([CH2:54][C:55]([NH:16][C:13]2[CH:14]=[CH:15][C:10]([C:9]3[CH:8]=[CH:7][N:6]=[C:5]4[NH:1][CH:2]=[CH:3][C:4]=34)=[CH:11][CH:12]=2)=[O:56])[CH:53]=[CH:52][CH:51]=[CH:50][CH:49]=1. The catalyst class is: 2. (6) Reactant: [NH2:1][C:2]1[CH:3]=[C:4]2[C:9](=[CH:10][CH:11]=1)[C:8](O[Si](C)(C)C)([C:12]#[N:13])[CH2:7][CH2:6][CH2:5]2.NC1C=C2C(=CC=1)C(=O)CCC2.C1(C)C=CC(S(O)(=O)=O)=CC=1. Product: [NH2:1][C:2]1[CH:3]=[C:4]2[C:9](=[CH:10][CH:11]=1)[C:8]([C:12]#[N:13])=[CH:7][CH2:6][CH2:5]2. The catalyst class is: 11. (7) Reactant: [C:1]1(=[O:11])[NH:5][C:4](=[O:6])[C:3]2=[CH:7][CH:8]=[CH:9][CH:10]=[C:2]12.[H-].[Na+].F[C:15]1[CH:20]=[CH:19][C:18]([N+:21]([O-:23])=[O:22])=[C:17]([CH2:24][C:25]([O:29][CH3:30])([O:27][CH3:28])[CH3:26])[C:16]=1[F:31]. Product: [CH3:30][O:29][C:25]([O:27][CH3:28])([CH3:26])[CH2:24][C:17]1[C:16]([F:31])=[C:15]([N:5]2[C:1](=[O:11])[C:2]3=[CH:10][CH:9]=[CH:8][CH:7]=[C:3]3[C:4]2=[O:6])[CH:20]=[CH:19][C:18]=1[N+:21]([O-:23])=[O:22]. The catalyst class is: 3. (8) Reactant: [NH2:1][C:2]1[N:7]=[C:6]([C:8]2[CH:15]=[CH:14][C:11]([C:12]#[N:13])=[C:10](F)[CH:9]=2)[CH:5]=[C:4]([N:17]2[CH2:22][CH2:21][O:20][CH:19]([C:23]3[NH:24][CH:25]=[C:26]([C:28]4[CH:33]=[CH:32][C:31]([O:34][CH3:35])=[CH:30][CH:29]=4)[N:27]=3)[CH2:18]2)[N:3]=1.[NH2:36][NH2:37]. Product: [NH2:1][C:2]1[N:7]=[C:6]([C:8]2[CH:9]=[C:10]3[C:11]([C:12]([NH2:13])=[N:36][NH:37]3)=[CH:14][CH:15]=2)[CH:5]=[C:4]([N:17]2[CH2:22][CH2:21][O:20][CH:19]([C:23]3[NH:24][CH:25]=[C:26]([C:28]4[CH:33]=[CH:32][C:31]([O:34][CH3:35])=[CH:30][CH:29]=4)[N:27]=3)[CH2:18]2)[N:3]=1. The catalyst class is: 8.